From a dataset of Reaction yield outcomes from USPTO patents with 853,638 reactions. Predict the reaction yield, written as a fraction of the theoretical maximum amount of product (1.0 means a 100% yield; for example, 0.34 means a 34% yield). (1) The reactants are [C:1]([O:5][C:6]([NH:8][CH2:9][CH2:10][CH2:11][NH:12][C:13]([C:15]1[CH:16]=[C:17]([C:21]([OH:31])([C:25]2[CH:30]=[CH:29][CH:28]=[CH:27][CH:26]=2)[C:22]([OH:24])=[O:23])[CH:18]=[CH:19][CH:20]=1)=[O:14])=[O:7])([CH3:4])([CH3:3])[CH3:2].C1N=CN(C(N2C=NC=C2)=O)C=1.[CH2:44]([N:51]1[CH2:56][CH2:55][CH:54]([CH2:57]O)[CH2:53][CH2:52]1)[C:45]1[CH:50]=[CH:49][CH:48]=[CH:47][CH:46]=1. The catalyst is CN(C=O)C. The product is [C:1]([O:5][C:6]([NH:8][CH2:9][CH2:10][CH2:11][NH:12][C:13]([C:15]1[CH:16]=[C:17]([C:21]([OH:31])([C:25]2[CH:30]=[CH:29][CH:28]=[CH:27][CH:26]=2)[C:22]([O:24][CH2:57][CH:54]2[CH2:53][CH2:52][N:51]([CH2:44][C:45]3[CH:50]=[CH:49][CH:48]=[CH:47][CH:46]=3)[CH2:56][CH2:55]2)=[O:23])[CH:18]=[CH:19][CH:20]=1)=[O:14])=[O:7])([CH3:4])([CH3:2])[CH3:3]. The yield is 0.719. (2) The catalyst is C(Cl)Cl.CCO.O1CCOCC1. The yield is 0.540. The product is [C:12]([NH:11][S:8]([C:4]1[CH:5]=[N:6][CH:7]=[C:2]([C:40]2[CH:41]=[CH:42][C:43]3[N:44]([N:46]=[C:47]([NH2:49])[N:48]=3)[CH:45]=2)[CH:3]=1)(=[O:10])=[O:9])([CH3:15])([CH3:14])[CH3:13]. The reactants are Br[C:2]1[CH:3]=[C:4]([S:8]([NH:11][C:12]([CH3:15])([CH3:14])[CH3:13])(=[O:10])=[O:9])[CH:5]=[N:6][CH:7]=1.B1(B2OC(C)(C)C(C)(C)O2)OC(C)(C)C(C)(C)O1.C([O-])(=O)C.[K+].Br[C:40]1[CH:41]=[CH:42][C:43]2[N:44]([N:46]=[C:47]([NH2:49])[N:48]=2)[CH:45]=1.C([O-])([O-])=O.[Na+].[Na+]. (3) The reactants are [F:1][C:2]1[CH:3]=[C:4]([C:26]([O:28]CC)=O)[C:5]2[C:6](=O)[CH:7]([C:18]3[CH:23]=[CH:22][C:21]([F:24])=[CH:20][CH:19]=3)[CH:8]([C:12]3[N:13]([CH3:17])[CH:14]=[CH:15][N:16]=3)[NH:9][C:10]=2[CH:11]=1.O.[NH2:32][NH2:33]. The catalyst is CO. The product is [F:1][C:2]1[CH:11]=[C:10]2[NH:9][CH:8]([C:12]3[N:13]([CH3:17])[CH:14]=[CH:15][N:16]=3)[CH:7]([C:18]3[CH:23]=[CH:22][C:21]([F:24])=[CH:20][CH:19]=3)[C:6]3=[N:32][NH:33][C:26](=[O:28])[C:4]([CH:3]=1)=[C:5]23. The yield is 0.140. (4) The reactants are [F:1][C:2]([F:17])([F:16])[C:3]1[CH:4]=[CH:5][C:6]([C:9]2[CH:14]=[CH:13][NH:12][C:11](=[O:15])[CH:10]=2)=[N:7][CH:8]=1.Br[C:19]1[CH:20]=[CH:21][C:22]2[C:23]3[CH2:41][N:40]([C:42]([O:44][C:45]([CH3:48])([CH3:47])[CH3:46])=[O:43])[CH2:39][CH2:38][C:24]=3[N:25]([S:28]([C:31]3[CH:37]=[CH:36][C:34]([CH3:35])=[CH:33][CH:32]=3)(=[O:30])=[O:29])[C:26]=2[CH:27]=1. No catalyst specified. The product is [O:15]=[C:11]1[CH:10]=[C:9]([C:6]2[CH:5]=[CH:4][C:3]([C:2]([F:1])([F:16])[F:17])=[CH:8][N:7]=2)[CH:14]=[CH:13][N:12]1[C:19]1[CH:20]=[CH:21][C:22]2[C:23]3[CH2:41][N:40]([C:42]([O:44][C:45]([CH3:48])([CH3:47])[CH3:46])=[O:43])[CH2:39][CH2:38][C:24]=3[N:25]([S:28]([C:31]3[CH:32]=[CH:33][C:34]([CH3:35])=[CH:36][CH:37]=3)(=[O:30])=[O:29])[C:26]=2[CH:27]=1. The yield is 0.340. (5) The reactants are [Cl:1][C:2]1[CH:3]=[C:4]([N:9]2[C:13]([C:14]3[CH:19]=[CH:18][N:17]=[C:16]([NH2:20])[CH:15]=3)=[CH:12][CH:11]=[N:10]2)[CH:5]=[CH:6][C:7]=1[F:8].[Br:21]Br. The catalyst is C(Cl)Cl. The product is [Br:21][C:19]1[C:14]([C:13]2[N:9]([C:4]3[CH:5]=[CH:6][C:7]([F:8])=[C:2]([Cl:1])[CH:3]=3)[N:10]=[CH:11][CH:12]=2)=[CH:15][C:16]([NH2:20])=[N:17][CH:18]=1. The yield is 0.640. (6) The reactants are [CH2:1]([C@H:3]1[C@H:20]([OH:21])[CH2:19][CH2:18][C@@:17]2([CH3:22])[CH:4]1[C@@H:5]([OH:24])[CH2:6][C@@H:7]1[C@@H:16]2[CH2:15][CH2:14][C@@:12]2([CH3:13])[C@H:8]1[CH2:9][CH2:10][C@@H:11]2[OH:23])[CH3:2].C1C(=O)N(Br)C(=O)C1.CCOC(C)=O.[O-]S([O-])=O.[Na+].[Na+]. The catalyst is O1CCOCC1.O.N1C=CC=CC=1. The product is [CH2:1]([C@H:3]1[C:20](=[O:21])[CH2:19][CH2:18][C@@:17]2([CH3:22])[CH:4]1[C@@H:5]([OH:24])[CH2:6][C@@H:7]1[C@@H:16]2[CH2:15][CH2:14][C@@:12]2([CH3:13])[C@H:8]1[CH2:9][CH2:10][C:11]2=[O:23])[CH3:2]. The yield is 0.570. (7) The reactants are [CH3:1][O:2][C:3]1[CH:4]=[C:5]([C:9]2[CH:17]=[CH:16][CH:15]=[C:14]3[C:10]=2[CH2:11][C:12](=[O:18])[NH:13]3)[CH:6]=[CH:7][CH:8]=1.[N:19]1([CH2:24][CH2:25][NH:26][C:27]([C:29]2[CH:33]=[C:32]([CH3:34])[NH:31][C:30]=2[CH:35]=O)=[O:28])[CH:23]=[CH:22][N:21]=[N:20]1. The catalyst is C(O)C.N1CCCCC1. The product is [N:19]1([CH2:24][CH2:25][NH:26][C:27]([C:29]2[CH:33]=[C:32]([CH3:34])[NH:31][C:30]=2[CH:35]=[C:11]2[C:10]3[C:14](=[CH:15][CH:16]=[CH:17][C:9]=3[C:5]3[CH:6]=[CH:7][CH:8]=[C:3]([O:2][CH3:1])[CH:4]=3)[NH:13][C:12]2=[O:18])=[O:28])[CH:23]=[CH:22][N:21]=[N:20]1. The yield is 0.430.